This data is from Catalyst prediction with 721,799 reactions and 888 catalyst types from USPTO. The task is: Predict which catalyst facilitates the given reaction. (1) Reactant: [Cl:1][C:2]1[C:3]([F:11])=[C:4]([CH:8]=[CH:9][CH:10]=1)[CH2:5][Mg]Br.[ClH:12].[CH2:13]1[CH2:17][O:16][CH2:15][CH2:14]1. Product: [Cl:1][C:2]1[C:3]([F:11])=[C:4]([CH2:5][C:15]([C:14]2[CH:13]=[CH:17][C:3]([F:11])=[C:2]([Cl:12])[CH:10]=2)=[O:16])[CH:8]=[CH:9][CH:10]=1. The catalyst class is: 316. (2) Reactant: [Cl:1][C:2]1[CH:7]=[CH:6][C:5]([NH:8][C:9]([CH2:11][CH:12]([C:19]2[C:23]([CH:24]3[CH2:26][CH2:25]3)=[C:22]([CH:27]3[CH2:30][CH:29]([CH2:31][C:32]([CH3:35])([CH3:34])[CH3:33])[CH2:28]3)[O:21][N:20]=2)[CH2:13][CH2:14][C:15]([O:17]C)=[O:16])=[O:10])=[C:4]([CH3:36])[CH:3]=1.Br.C([O-])(=O)C.[Na+]. Product: [Cl:1][C:2]1[CH:7]=[CH:6][C:5]([NH:8][C:9]([CH2:11][CH:12]([C:19]2[C:23]([CH:24]3[CH2:25][CH2:26]3)=[C:22]([CH:27]3[CH2:28][CH:29]([CH2:31][C:32]([CH3:34])([CH3:33])[CH3:35])[CH2:30]3)[O:21][N:20]=2)[CH2:13][CH2:14][C:15]([OH:17])=[O:16])=[O:10])=[C:4]([CH3:36])[CH:3]=1. The catalyst class is: 15.